From a dataset of NCI-60 drug combinations with 297,098 pairs across 59 cell lines. Regression. Given two drug SMILES strings and cell line genomic features, predict the synergy score measuring deviation from expected non-interaction effect. (1) Drug 1: CC=C1C(=O)NC(C(=O)OC2CC(=O)NC(C(=O)NC(CSSCCC=C2)C(=O)N1)C(C)C)C(C)C. Drug 2: C1=NC2=C(N1)C(=S)N=CN2. Cell line: OVCAR-5. Synergy scores: CSS=41.3, Synergy_ZIP=-2.08, Synergy_Bliss=4.59, Synergy_Loewe=1.20, Synergy_HSA=8.44. (2) Drug 1: C1C(C(OC1N2C=NC3=C(N=C(N=C32)Cl)N)CO)O. Drug 2: COC1=C2C(=CC3=C1OC=C3)C=CC(=O)O2. Cell line: PC-3. Synergy scores: CSS=15.6, Synergy_ZIP=4.03, Synergy_Bliss=3.81, Synergy_Loewe=-7.51, Synergy_HSA=2.01. (3) Drug 1: CC1OCC2C(O1)C(C(C(O2)OC3C4COC(=O)C4C(C5=CC6=C(C=C35)OCO6)C7=CC(=C(C(=C7)OC)O)OC)O)O. Drug 2: CC1C(C(CC(O1)OC2CC(CC3=C2C(=C4C(=C3O)C(=O)C5=CC=CC=C5C4=O)O)(C(=O)C)O)N)O. Cell line: OVCAR-8. Synergy scores: CSS=50.5, Synergy_ZIP=-6.54, Synergy_Bliss=-3.39, Synergy_Loewe=0.897, Synergy_HSA=2.47.